Dataset: Merck oncology drug combination screen with 23,052 pairs across 39 cell lines. Task: Regression. Given two drug SMILES strings and cell line genomic features, predict the synergy score measuring deviation from expected non-interaction effect. (1) Drug 1: CC(C)CC(NC(=O)C(Cc1ccccc1)NC(=O)c1cnccn1)B(O)O. Drug 2: NC1CCCCC1N.O=C(O)C(=O)O.[Pt+2]. Cell line: NCIH1650. Synergy scores: synergy=-19.2. (2) Drug 1: C=CCn1c(=O)c2cnc(Nc3ccc(N4CCN(C)CC4)cc3)nc2n1-c1cccc(C(C)(C)O)n1. Drug 2: O=C(NOCC(O)CO)c1ccc(F)c(F)c1Nc1ccc(I)cc1F. Cell line: SW837. Synergy scores: synergy=11.6.